From a dataset of Forward reaction prediction with 1.9M reactions from USPTO patents (1976-2016). Predict the product of the given reaction. The product is: [C:5]([O:8][CH2:9][C:10]([CH3:40])([CH3:39])[CH2:11][N:12]1[C:18]2[CH:19]=[CH:20][C:21]([Cl:23])=[CH:22][C:17]=2[C@@H:16]([C:24]2[CH:29]=[CH:28][CH:27]=[C:26]([O:30][CH3:31])[C:25]=2[O:32][CH3:33])[O:15][C@H:14]([CH2:34][C:35]([C:45]2[S:41][C:42]([CH2:46][C:47]([O:49][CH2:50][CH3:51])=[O:48])=[CH:43][CH:44]=2)=[O:36])[C:13]1=[O:38])(=[O:7])[CH3:6]. Given the reactants S(Cl)(Cl)=O.[C:5]([O:8][CH2:9][C:10]([CH3:40])([CH3:39])[CH2:11][N:12]1[C:18]2[CH:19]=[CH:20][C:21]([Cl:23])=[CH:22][C:17]=2[C@@H:16]([C:24]2[CH:29]=[CH:28][CH:27]=[C:26]([O:30][CH3:31])[C:25]=2[O:32][CH3:33])[O:15][C@H:14]([CH2:34][C:35](O)=[O:36])[C:13]1=[O:38])(=[O:7])[CH3:6].[S:41]1[CH:45]=[CH:44][CH:43]=[C:42]1[CH2:46][C:47]([O:49][CH2:50][CH3:51])=[O:48].[Sn](Cl)(Cl)(Cl)Cl, predict the reaction product.